Predict which catalyst facilitates the given reaction. From a dataset of Catalyst prediction with 721,799 reactions and 888 catalyst types from USPTO. The catalyst class is: 384. Reactant: [CH3:1][O:2][C:3]1[CH:4]=[CH:5][C:6]([NH:11][C:12]2[C:13]3[N:14]([CH:27]=[CH:28][N:29]=3)[N:15]=[C:16]([C:18]3[CH:19]=[C:20]([CH:24]=[CH:25][CH:26]=3)[C:21](O)=[O:22])[CH:17]=2)=[N:7][C:8]=1[O:9][CH3:10].[NH2:30][C:31]1[CH:43]=[CH:42][C:34]([C:35]([O:37][C:38]([CH3:41])([CH3:40])[CH3:39])=[O:36])=[CH:33][CH:32]=1.CN1C=CN=C1.CCN=C=NCCCN(C)C. Product: [CH3:1][O:2][C:3]1[CH:4]=[CH:5][C:6]([NH:11][C:12]2[C:13]3[N:14]([CH:27]=[CH:28][N:29]=3)[N:15]=[C:16]([C:18]3[CH:19]=[C:20]([CH:24]=[CH:25][CH:26]=3)[C:21]([NH:30][C:31]3[CH:43]=[CH:42][C:34]([C:35]([O:37][C:38]([CH3:39])([CH3:40])[CH3:41])=[O:36])=[CH:33][CH:32]=3)=[O:22])[CH:17]=2)=[N:7][C:8]=1[O:9][CH3:10].